Predict the reaction yield, written as a fraction of the theoretical maximum amount of product (1.0 means a 100% yield; for example, 0.34 means a 34% yield). From a dataset of Reaction yield outcomes from USPTO patents with 853,638 reactions. (1) The catalyst is CCCCO. The reactants are [Br:1][C:2]1[C:3](F)=[C:4]2[C:10]([NH:11][C:12](=[O:20])[C:13]3[CH:18]=[CH:17][CH:16]=[C:15]([F:19])[CH:14]=3)=[CH:9][NH:8][C:5]2=[N:6][CH:7]=1.[NH:22]1[CH2:27][CH2:26][CH2:25][C@@H:24]([NH:28][C:29](=[O:35])[O:30][C:31]([CH3:34])([CH3:33])[CH3:32])[CH2:23]1.CC#N.O. The product is [Br:1][C:2]1[C:3]([N:22]2[CH2:27][CH2:26][CH2:25][C@@H:24]([NH:28][C:29](=[O:35])[O:30][C:31]([CH3:33])([CH3:32])[CH3:34])[CH2:23]2)=[C:4]2[C:10]([NH:11][C:12](=[O:20])[C:13]3[CH:18]=[CH:17][CH:16]=[C:15]([F:19])[CH:14]=3)=[CH:9][NH:8][C:5]2=[N:6][CH:7]=1. The yield is 0.270. (2) The reactants are [NH:1]1[CH:5]=[CH:4][CH:3]=[CH:2]1.[H-].[Na+].[C:8](=[S:10])=[S:9].[CH2:11](Cl)[C:12]1[CH:17]=[CH:16][CH:15]=[CH:14][CH:13]=1. The catalyst is CS(C)=O.C(OCC)C.O. The product is [N:1]1([C:8]([S:10][CH2:11][C:12]2[CH:17]=[CH:16][CH:15]=[CH:14][CH:13]=2)=[S:9])[CH:5]=[CH:4][CH:3]=[CH:2]1. The yield is 0.500. (3) The reactants are [F:1][CH:2]([F:14])[CH2:3][N:4]1[CH2:9][CH2:8][N:7]2[N:10]=[C:11]([NH2:13])[CH:12]=[C:6]2[CH2:5]1.Br[C:16]1[C:17](=[O:24])[N:18]([CH3:23])[CH:19]=[C:20]([Br:22])[CH:21]=1.C(=O)([O-])[O-].[Cs+].[Cs+].CC1(C)C2C(=C(P(C3C=CC=CC=3)C3C=CC=CC=3)C=CC=2)OC2C(P(C3C=CC=CC=3)C3C=CC=CC=3)=CC=CC1=2. The catalyst is C1C=CC(/C=C/C(/C=C/C2C=CC=CC=2)=O)=CC=1.C1C=CC(/C=C/C(/C=C/C2C=CC=CC=2)=O)=CC=1.C1C=CC(/C=C/C(/C=C/C2C=CC=CC=2)=O)=CC=1.[Pd].[Pd].O1CCOCC1. The product is [Br:22][C:20]1[CH:21]=[C:16]([NH:13][C:11]2[CH:12]=[C:6]3[CH2:5][N:4]([CH2:3][CH:2]([F:1])[F:14])[CH2:9][CH2:8][N:7]3[N:10]=2)[C:17](=[O:24])[N:18]([CH3:23])[CH:19]=1. The yield is 0.720. (4) The reactants are F[C:2]1[CH:9]=[CH:8][C:5]([C:6]#[N:7])=[CH:4][CH:3]=1.[NH:10]1[CH2:15][CH2:14][O:13][CH2:12][CH2:11]1.O. The product is [N:10]1([C:2]2[CH:9]=[CH:8][C:5]([C:6]#[N:7])=[CH:4][CH:3]=2)[CH2:15][CH2:14][O:13][CH2:12][CH2:11]1. The catalyst is CS(C)=O. The yield is 0.800.